From a dataset of Catalyst prediction with 721,799 reactions and 888 catalyst types from USPTO. Predict which catalyst facilitates the given reaction. (1) Reactant: [CH3:1][O:2][C:3]([C:5]1[S:6][C:7]([C:11]#[C:12][C:13]([CH3:16])([CH3:15])[CH3:14])=[CH:8][C:9]=1I)=[O:4].C1C=CC(P(C2C(C3C(P(C4C=CC=CC=4)C4C=CC=CC=4)=CC=C4C=3C=CC=C4)=C3C(C=CC=C3)=CC=2)C2C=CC=CC=2)=CC=1.C([O-])([O-])=O.[Cs+].[Cs+].[CH2:69]([O:71][P:72]([CH2:75][CH2:76][NH2:77])([CH3:74])=[O:73])[CH3:70]. Product: [CH3:1][O:2][C:3]([C:5]1[S:6][C:7]([C:11]#[C:12][C:13]([CH3:16])([CH3:15])[CH3:14])=[CH:8][C:9]=1[NH:77][CH2:76][CH2:75][P:72]([O:71][CH2:69][CH3:70])([CH3:74])=[O:73])=[O:4]. The catalyst class is: 222. (2) Reactant: [Cl:1][C:2]1[N:7]=[C:6]([N:8]([CH3:15])[C:9](=O)[C:10]([F:13])([F:12])[F:11])[CH:5]=[CH:4][C:3]=1[O:16]COC. Product: [Cl:1][C:2]1[C:3]([OH:16])=[CH:4][CH:5]=[C:6]([N:8]([CH3:15])[CH2:9][C:10]([F:11])([F:13])[F:12])[N:7]=1. The catalyst class is: 1. (3) Reactant: C[C:2]1(C)[CH2:7][CH2:6][CH2:5][C:4](C)(C)[NH:3]1.C([Li])CCC.C(#N)C1C=CN=CC=1.[CH:24](=[O:31])[C:25]1[CH:30]=[CH:29][CH:28]=[CH:27][CH:26]=1.[O:32]1CCC[CH2:33]1. Product: [C:25]1([CH:24]2[C:5]3[CH:4]=[N:3][CH:2]=[CH:7][C:6]=3[C:33](=[O:32])[O:31]2)[CH:30]=[CH:29][CH:28]=[CH:27][CH:26]=1. The catalyst class is: 146. (4) Reactant: [C:1]([C:3]1[C:8](F)=[CH:7][C:6]([F:10])=[CH:5][N:4]=1)#[N:2].[NH2:11][CH2:12][CH2:13][C:14]1[CH:19]=[CH:18][CH:17]=[CH:16][N:15]=1.C(=O)([O-])[O-].[K+].[K+].O. Product: [C:1]([C:3]1[C:8]([NH:11][CH2:12][CH2:13][C:14]2[CH:19]=[CH:18][CH:17]=[CH:16][N:15]=2)=[CH:7][C:6]([F:10])=[CH:5][N:4]=1)#[N:2]. The catalyst class is: 148. (5) Reactant: [NH2:1][C:2]1[CH:7]=[C:6]([CH3:8])[C:5]([NH:9][C:10](=[O:17])[CH2:11][CH:12]2[CH2:16][CH2:15][CH2:14][CH2:13]2)=[C:4]([CH3:18])[CH:3]=1.[F:19][C:20]([F:30])([F:29])[C:21]1[N:26]=[CH:25][C:24]([CH:27]=O)=[CH:23][CH:22]=1. Product: [CH:12]1([CH2:11][C:10]([NH:9][C:5]2[C:4]([CH3:18])=[CH:3][C:2]([NH:1][CH2:27][C:24]3[CH:25]=[N:26][C:21]([C:20]([F:30])([F:19])[F:29])=[CH:22][CH:23]=3)=[CH:7][C:6]=2[CH3:8])=[O:17])[CH2:16][CH2:15][CH2:14][CH2:13]1. The catalyst class is: 10. (6) Reactant: C[O:2][C:3]1[CH:4]=[C:5]2[C:10](=[CH:11][CH:12]=1)[CH:9]=[C:8]([C:13]1[N:14]([CH3:24])[C:15]([C:18]3[CH:23]=[CH:22][CH:21]=[CH:20][CH:19]=3)=[CH:16][CH:17]=1)[CH:7]=[CH:6]2.Cl.N1C=CC=CC=1. Product: [CH3:24][N:14]1[C:15]([C:18]2[CH:19]=[CH:20][CH:21]=[CH:22][CH:23]=2)=[CH:16][CH:17]=[C:13]1[C:8]1[CH:9]=[C:10]2[C:5](=[CH:6][CH:7]=1)[CH:4]=[C:3]([OH:2])[CH:12]=[CH:11]2. The catalyst class is: 25.